From a dataset of NCI-60 drug combinations with 297,098 pairs across 59 cell lines. Regression. Given two drug SMILES strings and cell line genomic features, predict the synergy score measuring deviation from expected non-interaction effect. (1) Drug 1: CN(C)N=NC1=C(NC=N1)C(=O)N. Drug 2: CC=C1C(=O)NC(C(=O)OC2CC(=O)NC(C(=O)NC(CSSCCC=C2)C(=O)N1)C(C)C)C(C)C. Cell line: NCI-H522. Synergy scores: CSS=62.4, Synergy_ZIP=6.09, Synergy_Bliss=7.74, Synergy_Loewe=-42.5, Synergy_HSA=8.28. (2) Drug 1: CC1=C(C(CCC1)(C)C)C=CC(=CC=CC(=CC(=O)O)C)C. Drug 2: CC1=C(C(=O)C2=C(C1=O)N3CC4C(C3(C2COC(=O)N)OC)N4)N. Cell line: SF-295. Synergy scores: CSS=25.0, Synergy_ZIP=9.38, Synergy_Bliss=8.71, Synergy_Loewe=-43.3, Synergy_HSA=-2.66. (3) Drug 1: CC1C(C(CC(O1)OC2CC(CC3=C2C(=C4C(=C3O)C(=O)C5=C(C4=O)C(=CC=C5)OC)O)(C(=O)CO)O)N)O.Cl. Drug 2: C1=CC(=CC=C1CCC2=CNC3=C2C(=O)NC(=N3)N)C(=O)NC(CCC(=O)O)C(=O)O. Cell line: UACC-257. Synergy scores: CSS=34.0, Synergy_ZIP=7.86, Synergy_Bliss=2.17, Synergy_Loewe=-6.10, Synergy_HSA=2.75. (4) Drug 1: C1=CN(C=N1)CC(O)(P(=O)(O)O)P(=O)(O)O. Synergy scores: CSS=67.2, Synergy_ZIP=3.09, Synergy_Bliss=4.63, Synergy_Loewe=-20.9, Synergy_HSA=2.02. Drug 2: B(C(CC(C)C)NC(=O)C(CC1=CC=CC=C1)NC(=O)C2=NC=CN=C2)(O)O. Cell line: MDA-MB-435. (5) Drug 1: C1=CC=C(C(=C1)C(C2=CC=C(C=C2)Cl)C(Cl)Cl)Cl. Drug 2: CC1=C(C(=O)C2=C(C1=O)N3CC4C(C3(C2COC(=O)N)OC)N4)N. Cell line: NCI-H226. Synergy scores: CSS=2.75, Synergy_ZIP=-1.76, Synergy_Bliss=-0.392, Synergy_Loewe=-2.81, Synergy_HSA=-3.32.